This data is from Experimentally validated miRNA-target interactions with 360,000+ pairs, plus equal number of negative samples. The task is: Binary Classification. Given a miRNA mature sequence and a target amino acid sequence, predict their likelihood of interaction. (1) The miRNA is hsa-miR-1228-3p with sequence UCACACCUGCCUCGCCCCCC. The protein sequence of the target gene is MAASKPVEAAVVAAAVPSSGSGVGGGGTAGPGTGGLPRWQLALAVGAPLLLGAGAIYLWSRQQRRREARGRGDASGLKRNSERKTPEGRASPAPGSGHPEGPGAHLDMNSLDRAQAAKNKGNKYFKAGKYEQAIQCYTEAISLCPTEKNVDLSTFYQNRAAAFEQLQKWKEVAQDCTKAVELNPKYVKALFRRAKAHEKLDNKKECLEDVTAVCILEGFQNQQSMLLADKVLKLLGKEKAKEKYKNREPLMPSPQFIKSYFSSFTDDIISQPMLKGEKSDEDKDKEGEALEVKENSGYLK.... Result: 0 (no interaction). (2) The miRNA is hsa-miR-4796-3p with sequence UAAAGUGGCAGAGUAUAGACAC. The protein sequence of the target gene is MSVSVLSPSRRLGGVSGILQVTSLLILLLLLIKAAQLYLHRQWLLKALQQFPCPPSHWLFGHIQEFQHDQELQRIQERVKTFPSACPYWIWGGKVRVQLYDPDYMKVILGRSDPKSHGSYKFLAPRIGYGLLLLNGQTWFQHRRMLTPAFHNDILKPYVGLMADSVRVMLDKWEELLGQDSPLEVFQHVSLMTLDTIMKSAFSHQGSIQVDRNSQSYIQAISDLNSLVFCCMRNAFHENDTIYSLTSAGRWTHRACQLAHQHTDQVIQLRKAQLQKEGELEKIKRKRHLDFLDILLLAKM.... Result: 0 (no interaction). (3) The miRNA is hsa-miR-3199 with sequence AGGGACUGCCUUAGGAGAAAGUU. The protein sequence of the target gene is MRVFLPVLLAALLGMEQVHSLMCFSCTDQKNNINCLWPVSCQEKDHYCITLSAAAGFGNVNLGYTLNKGCSPICPSENVNLNLGVASVNSYCCQSSFCNFSAAGLGLRASIPLLGLGLLLSLLALLQLSP. Result: 0 (no interaction).